From a dataset of Forward reaction prediction with 1.9M reactions from USPTO patents (1976-2016). Predict the product of the given reaction. (1) The product is: [CH:1]1([S:4]([C:7]2[CH:8]=[CH:9][C:10]([CH:13]([C:21]3[NH:25][C:24]([C:26]4[N:31]=[CH:30][C:29]([CH:32]([OH:33])[CH:35]([CH3:36])[CH3:34])=[CH:28][CH:27]=4)=[CH:23][CH:22]=3)[CH2:14][CH:15]3[CH2:16][CH2:17][O:18][CH2:19][CH2:20]3)=[CH:11][CH:12]=2)(=[O:6])=[O:5])[CH2:3][CH2:2]1. Given the reactants [CH:1]1([S:4]([C:7]2[CH:12]=[CH:11][C:10]([CH:13]([C:21]3[NH:25][C:24]([C:26]4[N:31]=[CH:30][C:29]([CH:32]=[O:33])=[CH:28][CH:27]=4)=[CH:23][CH:22]=3)[CH2:14][CH:15]3[CH2:20][CH2:19][O:18][CH2:17][CH2:16]3)=[CH:9][CH:8]=2)(=[O:6])=[O:5])[CH2:3][CH2:2]1.[CH3:34][CH2:35][CH2:36][Mg]Br.O, predict the reaction product. (2) Given the reactants [N+:1]([C:4]1[CH:5]=[CH:6][C:7]2[NH:12][C:11](=[O:13])[CH2:10][O:9][C:8]=2[CH:14]=1)([O-])=O.[H][H].CC(=O)OCC, predict the reaction product. The product is: [NH2:1][C:4]1[CH:5]=[CH:6][C:7]2[NH:12][C:11](=[O:13])[CH2:10][O:9][C:8]=2[CH:14]=1. (3) Given the reactants [F:1][C:2]1[CH:3]=[C:4]([O:9][CH3:10])[CH:5]=[C:6]([F:8])[CH:7]=1.C([Li])CCC.CN(C)[CH:18]=[O:19], predict the reaction product. The product is: [F:1][C:2]1[CH:3]=[C:4]([O:9][CH3:10])[CH:5]=[C:6]([F:8])[C:7]=1[CH:18]=[O:19]. (4) The product is: [CH3:1][O:2][C:3]([C@@H:5]1[CH2:9][C@@H:8]([O:10][S:26]([CH3:25])(=[O:28])=[O:27])[CH2:7][N:6]1[C:11]([O:13][C:14]([CH3:17])([CH3:16])[CH3:15])=[O:12])=[O:4]. Given the reactants [CH3:1][O:2][C:3]([C@@H:5]1[CH2:9][C@@H:8]([OH:10])[CH2:7][N:6]1[C:11]([O:13][C:14]([CH3:17])([CH3:16])[CH3:15])=[O:12])=[O:4].C(N(CC)CC)C.[CH3:25][S:26](Cl)(=[O:28])=[O:27], predict the reaction product. (5) Given the reactants [CH3:1][CH2:2][C:3]1[CH2:23][N:21]2[CH2:22][C@@H:5]([CH2:6][C@:7]([C:57]([O:59][CH3:60])=[O:58])([C:24]3[CH:25]=[C:26]4[C@:34]56[C@@H:38]7[C@:39]([CH2:54][CH3:55])([C@@H:43]([O:50][C:51]([CH3:53])=[O:52])[C@:44]([OH:49])([C:45]([O:47][CH3:48])=[O:46])[C@@H:33]5[N:32]([CH3:56])[C:27]4=[CH:28][C:29]=3[O:30][CH3:31])[CH:40]=[CH:41][CH2:42][N:37]7[CH2:36][CH2:35]6)[C:8]3[NH:16][C:15]4[CH:14]=[CH:13][C:12]([O:17][CH3:18])=[CH:11][C:10]=4[C:9]=3[CH2:19][CH2:20]2)[CH:4]=1.Cl.C(C[OH:67])(F)(F)F.[BH4-].[Na+], predict the reaction product. The product is: [CH3:1][CH2:2][C@@:3]1([OH:67])[CH2:23][N:21]2[CH2:22][C@@H:5]([CH2:6][C@:7]([C:57]([O:59][CH3:60])=[O:58])([C:24]3[CH:25]=[C:26]4[C@:34]56[C@@H:38]7[C@:39]([CH2:54][CH3:55])([C@@H:43]([O:50][C:51]([CH3:53])=[O:52])[C@:44]([OH:49])([C:45]([O:47][CH3:48])=[O:46])[C@@H:33]5[N:32]([CH3:56])[C:27]4=[CH:28][C:29]=3[O:30][CH3:31])[CH:40]=[CH:41][CH2:42][N:37]7[CH2:36][CH2:35]6)[C:8]3[NH:16][C:15]4[CH:14]=[CH:13][C:12]([O:17][CH3:18])=[CH:11][C:10]=4[C:9]=3[CH2:19][CH2:20]2)[CH2:4]1. (6) Given the reactants BrC1C=C[C:5](NCC(OC)=O)=[N:6]C=1.[F:14][C:15]1[CH:16]=[CH:17][CH:18]=[C:19]2[C:23]=1[N:22]([CH3:24])[CH:21]=[C:20]2[CH:25]=O.CN1C2C(=CC=CC=2)C(C)=C1C=O, predict the reaction product. The product is: [F:14][C:15]1[CH:16]=[CH:17][CH:18]=[C:19]2[C:23]=1[N:22]([CH3:24])[CH:21]=[C:20]2[CH2:25][NH:6][CH3:5]. (7) Given the reactants CC1(C)CCCC(C)(C)N1.C([Li])CCC.[F:16][C:17]1[CH:22]=[CH:21][CH:20]=[CH:19][C:18]=1[C:23]1[CH:28]=[CH:27][CH:26]=[CH:25][N:24]=1.[B:29](OC)([O:32]C)[O:30]C.Cl, predict the reaction product. The product is: [F:16][C:17]1[C:18]([C:23]2[CH:28]=[CH:27][CH:26]=[CH:25][N:24]=2)=[CH:19][CH:20]=[CH:21][C:22]=1[B:29]([OH:32])[OH:30]. (8) Given the reactants [NH2:1][NH2:2].[Cl:3][CH2:4][CH2:5][CH2:6][C:7]([C:20]#[N:21])([C:13]1[CH:18]=[CH:17][C:16]([F:19])=[CH:15][CH:14]=1)[C:8](OCC)=[O:9].C(OCC)(=O)C.O.C(=O)(O)[O-].[Na+], predict the reaction product. The product is: [Cl:3][CH2:4][CH2:5][CH2:6][C:7]([C:20]#[N:21])([C:13]1[CH:18]=[CH:17][C:16]([F:19])=[CH:15][CH:14]=1)[C:8]([NH:1][NH2:2])=[O:9]. (9) Given the reactants [C:1]1([C:21]2[CH:26]=[CH:25][CH:24]=[CH:23][CH:22]=2)[CH:6]=[CH:5][C:4]([CH2:7][C@H:8]([NH:13]C(=O)OC(C)(C)C)[C:9]([NH:11][CH3:12])=[O:10])=[CH:3][CH:2]=1.C(O)(C(F)(F)F)=O, predict the reaction product. The product is: [NH2:13][C@@H:8]([CH2:7][C:4]1[CH:5]=[CH:6][C:1]([C:21]2[CH:26]=[CH:25][CH:24]=[CH:23][CH:22]=2)=[CH:2][CH:3]=1)[C:9]([NH:11][CH3:12])=[O:10].